This data is from Forward reaction prediction with 1.9M reactions from USPTO patents (1976-2016). The task is: Predict the product of the given reaction. (1) Given the reactants [CH3:1][NH:2][CH3:3].[Cl:4][C:5]1[CH:13]=[CH:12][C:8]([C:9](O)=[O:10])=[CH:7][N:6]=1, predict the reaction product. The product is: [Cl:4][C:5]1[CH:13]=[CH:12][C:8]([C:9]([N:2]([CH3:3])[CH3:1])=[O:10])=[CH:7][N:6]=1. (2) Given the reactants [CH:1]1([N:4]([CH2:18][C:19]2[O:20][CH:21]=[C:22]([C:24]([OH:26])=O)[N:23]=2)[S:5]([C:8]2[C:13]([CH3:14])=[CH:12][C:11]([O:15][CH3:16])=[CH:10][C:9]=2[CH3:17])(=[O:7])=[O:6])[CH2:3][CH2:2]1.CCN=C=NCCCN(C)C.C1C=CC2N(O)N=NC=2C=1.Cl.Cl.[CH3:50][NH:51][CH2:52][C:53]1[CH:66]=[CH:65][C:56]([CH2:57][N:58]2[CH2:62][CH:61]([OH:63])[CH:60]([OH:64])[CH2:59]2)=[CH:55][CH:54]=1, predict the reaction product. The product is: [CH:1]1([N:4]([CH2:18][C:19]2[O:20][CH:21]=[C:22]([C:24]([N:51]([CH2:52][C:53]3[CH:54]=[CH:55][C:56]([CH2:57][N:58]4[CH2:62][CH:61]([OH:63])[CH:60]([OH:64])[CH2:59]4)=[CH:65][CH:66]=3)[CH3:50])=[O:26])[N:23]=2)[S:5]([C:8]2[C:13]([CH3:14])=[CH:12][C:11]([O:15][CH3:16])=[CH:10][C:9]=2[CH3:17])(=[O:6])=[O:7])[CH2:3][CH2:2]1. (3) Given the reactants [Cl:1][C:2]1[C:26]([Cl:27])=[CH:25][CH:24]=[CH:23][C:3]=1[CH2:4][C:5]1[C:6]([O:21][CH3:22])=[N:7][NH:8][C:9]=1[N:10]1C(=O)C2C(=CC=CC=2)C1=O.O.NN, predict the reaction product. The product is: [Cl:1][C:2]1[C:26]([Cl:27])=[CH:25][CH:24]=[CH:23][C:3]=1[CH2:4][C:5]1[C:9]([NH2:10])=[N:8][NH:7][C:6]=1[O:21][CH3:22]. (4) Given the reactants [C:1]([C:3]1[C:4]([N:21]2[CH2:26][CH2:25][CH:24]([C:27]([OH:29])=O)[CH2:23][CH2:22]2)=[N:5][C:6]([O:14][CH2:15][CH2:16][CH2:17][C:18](=[O:20])[CH3:19])=[C:7]([C:9]([O:11][CH2:12][CH3:13])=[O:10])[CH:8]=1)#[N:2].[C:30]1([CH2:36][S:37]([NH2:40])(=[O:39])=[O:38])[CH:35]=[CH:34][CH:33]=[CH:32][CH:31]=1, predict the reaction product. The product is: [CH2:36]([S:37]([NH:40][C:27]([CH:24]1[CH2:23][CH2:22][N:21]([C:4]2[C:3]([C:1]#[N:2])=[CH:8][C:7]([C:9]([O:11][CH2:12][CH3:13])=[O:10])=[C:6]([O:14][CH2:15][CH2:16][CH2:17][C:18](=[O:20])[CH3:19])[N:5]=2)[CH2:26][CH2:25]1)=[O:29])(=[O:39])=[O:38])[C:30]1[CH:35]=[CH:34][CH:33]=[CH:32][CH:31]=1. (5) Given the reactants Cl[C:2]1[N:7]=[CH:6][C:5]([C:8]([N:10]([CH3:32])[C:11]2[CH:16]=[CH:15][C:14]([CH2:17][N:18]3[CH2:23][CH2:22][N:21]([C:24]([O:26][C:27]([CH3:30])([CH3:29])[CH3:28])=[O:25])[C@@H:20]([CH3:31])[CH2:19]3)=[CH:13][CH:12]=2)=[O:9])=[CH:4][CH:3]=1.[C:33]([C:35]1[CH:36]=[C:37]([OH:41])[CH:38]=[CH:39][CH:40]=1)#[N:34], predict the reaction product. The product is: [C:33]([C:35]1[CH:36]=[C:37]([O:41][C:2]2[N:7]=[CH:6][C:5]([C:8]([N:10]([CH3:32])[C:11]3[CH:16]=[CH:15][C:14]([CH2:17][N:18]4[CH2:23][CH2:22][N:21]([C:24]([O:26][C:27]([CH3:30])([CH3:29])[CH3:28])=[O:25])[C@@H:20]([CH3:31])[CH2:19]4)=[CH:13][CH:12]=3)=[O:9])=[CH:4][CH:3]=2)[CH:38]=[CH:39][CH:40]=1)#[N:34]. (6) Given the reactants CCN(S(F)(F)[F:7])CC.[Cl:10][C:11]1[CH:16]=[CH:15][C:14]([S:17]([N:20]([CH2:29][C:30]2[CH:35]=[CH:34][C:33]([C:36]3[O:37][CH:38]=[CH:39][N:40]=3)=[CH:32][C:31]=2[F:41])[C@@H:21]2[CH2:26][CH2:25][CH2:24][CH2:23][C@H:22]2[CH2:27]O)(=[O:19])=[O:18])=[CH:13][CH:12]=1, predict the reaction product. The product is: [Cl:10][C:11]1[CH:12]=[CH:13][C:14]([S:17]([N:20]([CH2:29][C:30]2[CH:35]=[CH:34][C:33]([C:36]3[O:37][CH:38]=[CH:39][N:40]=3)=[CH:32][C:31]=2[F:41])[C@@H:21]2[CH2:26][CH2:25][CH2:24][CH2:23][C@H:22]2[CH2:27][F:7])(=[O:19])=[O:18])=[CH:15][CH:16]=1.